This data is from Peptide-MHC class I binding affinity with 185,985 pairs from IEDB/IMGT. The task is: Regression. Given a peptide amino acid sequence and an MHC pseudo amino acid sequence, predict their binding affinity value. This is MHC class I binding data. (1) The peptide sequence is ELQENITAH. The MHC is HLA-A02:03 with pseudo-sequence HLA-A02:03. The binding affinity (normalized) is 0.0847. (2) The peptide sequence is ESAERLKAY. The MHC is HLA-A02:19 with pseudo-sequence HLA-A02:19. The binding affinity (normalized) is 0.0847. (3) The peptide sequence is KSLFNTIATLY. The MHC is HLA-A26:02 with pseudo-sequence HLA-A26:02. The binding affinity (normalized) is 0.0847. (4) The peptide sequence is VPLPCQLMY. The MHC is HLA-B35:01 with pseudo-sequence HLA-B35:01. The binding affinity (normalized) is 1.00. (5) The MHC is HLA-A24:03 with pseudo-sequence HLA-A24:03. The binding affinity (normalized) is 1.00. The peptide sequence is SFMQEIPTF. (6) The peptide sequence is LLGLWGLAAL. The MHC is HLA-A02:06 with pseudo-sequence HLA-A02:06. The binding affinity (normalized) is 0.541.